The task is: Predict the product of the given reaction.. This data is from Forward reaction prediction with 1.9M reactions from USPTO patents (1976-2016). (1) Given the reactants [NH:1]1[CH2:6][CH2:5][CH:4]([C:7]#[N:8])[CH2:3][CH2:2]1.[C:9](O[C:9]([O:11][C:12]([CH3:15])([CH3:14])[CH3:13])=[O:10])([O:11][C:12]([CH3:15])([CH3:14])[CH3:13])=[O:10].C(N(CC)CC)C, predict the reaction product. The product is: [C:7]([CH:4]1[CH2:5][CH2:6][N:1]([C:9]([O:11][C:12]([CH3:15])([CH3:14])[CH3:13])=[O:10])[CH2:2][CH2:3]1)#[N:8]. (2) Given the reactants [Cl:1][C:2]1[CH:3]=[C:4]([NH:17][C:18]2[C:27]3[C:22](=[CH:23][C:24]([O:29][CH2:30][CH3:31])=[C:25]([NH2:28])[CH:26]=3)[N:21]=[CH:20][N:19]=2)[CH:5]=[CH:6][C:7]=1[O:8][CH2:9][C:10]1[CH:15]=[CH:14][CH:13]=[C:12]([F:16])[CH:11]=1.[Br:32][CH2:33]/[CH:34]=[CH:35]/[C:36](Cl)=[O:37], predict the reaction product. The product is: [Br:32][CH2:33]/[CH:34]=[CH:35]/[C:36]([NH:28][C:25]1[CH:26]=[C:27]2[C:22](=[CH:23][C:24]=1[O:29][CH2:30][CH3:31])[N:21]=[CH:20][N:19]=[C:18]2[NH:17][C:4]1[CH:5]=[CH:6][C:7]([O:8][CH2:9][C:10]2[CH:15]=[CH:14][CH:13]=[C:12]([F:16])[CH:11]=2)=[C:2]([Cl:1])[CH:3]=1)=[O:37]. (3) Given the reactants [F:1][C:2]1[CH:34]=[CH:33][CH:32]=[C:31]([F:35])[C:3]=1[CH2:4][O:5][C:6]1[N:11]2[N:12]=[C:13]([CH3:29])[C:14]([C:15]([NH:17][CH2:18][C@H:19]3[CH2:24][CH2:23][C@H:22]([C:25]([O:27]C)=[O:26])[CH2:21][CH2:20]3)=[O:16])=[C:10]2[CH:9]=[C:8]([CH3:30])[CH:7]=1.[OH-].[Li+].Cl, predict the reaction product. The product is: [F:1][C:2]1[CH:34]=[CH:33][CH:32]=[C:31]([F:35])[C:3]=1[CH2:4][O:5][C:6]1[N:11]2[N:12]=[C:13]([CH3:29])[C:14]([C:15]([NH:17][CH2:18][C@H:19]3[CH2:20][CH2:21][C@H:22]([C:25]([OH:27])=[O:26])[CH2:23][CH2:24]3)=[O:16])=[C:10]2[CH:9]=[C:8]([CH3:30])[CH:7]=1. (4) Given the reactants O1[C@H]2C[C@@]3(C)C(C4C[C@H](F)C5[C@@](C)([C@]124)C=CC(=O)C=5)C[C@@H](C)[C@]3([O:27][C:28]([C:30]1[CH:35]=[N:34][C:33]([CH3:36])=[CH:32][N:31]=1)=[O:29])C(OC)=O, predict the reaction product. The product is: [CH3:36][C:33]1[N:34]=[CH:35][C:30]([C:28]([OH:29])=[O:27])=[N:31][CH:32]=1. (5) Given the reactants [C:1]([Cl:4])(Cl)=[O:2].[Cl-].[Cl-].[O:7]=[C:8]1[NH:16][C:11]2=[NH+:12][CH:13]=[CH:14][CH:15]=[C:10]2[N:9]1[CH:17]1[CH2:22][CH2:21][NH2+:20][CH2:19][CH2:18]1.N1C(C)=CC=CC=1C.C(=O)(O)[O-].[Na+], predict the reaction product. The product is: [O:7]=[C:8]1[N:9]([CH:17]2[CH2:22][CH2:21][N:20]([C:1]([Cl:4])=[O:2])[CH2:19][CH2:18]2)[C:10]2[CH:15]=[CH:14][CH:13]=[N:12][C:11]=2[NH:16]1. (6) Given the reactants [CH3:1][O:2][C:3](=[O:31])[C:4]1[CH:9]=[C:8]([S:10](=[O:29])(=[O:28])[N:11]([C:15]2[CH:20]=[CH:19][C:18]([C:21]3[CH:26]=[CH:25][C:24]([OH:27])=[CH:23][CH:22]=3)=[CH:17][CH:16]=2)[CH2:12][CH2:13][CH3:14])[CH:7]=[CH:6][C:5]=1[CH3:30].I[CH2:33][CH2:34][CH3:35].C(=O)([O-])[O-].[K+].[K+], predict the reaction product. The product is: [CH3:1][O:2][C:3](=[O:31])[C:4]1[CH:9]=[C:8]([S:10](=[O:29])(=[O:28])[N:11]([C:15]2[CH:20]=[CH:19][C:18]([C:21]3[CH:22]=[CH:23][C:24]([O:27][CH2:33][CH2:34][CH3:35])=[CH:25][CH:26]=3)=[CH:17][CH:16]=2)[CH2:12][CH2:13][CH3:14])[CH:7]=[CH:6][C:5]=1[CH3:30].[CH3:1][O:2][C:3](=[O:31])[C:4]1[CH:9]=[C:8]([S:10](=[O:29])(=[O:28])[N:11]([C:15]2[CH:20]=[CH:19][C:18]([C:21]3[CH:22]=[CH:23][C:24]([OH:27])=[CH:25][CH:26]=3)=[CH:17][CH:16]=2)[CH2:12][CH2:13][CH3:14])[CH:7]=[CH:6][C:5]=1[CH3:30]. (7) Given the reactants Br[C:2]1[CH:3]=[C:4]([C:14]([O:16]C)=[O:15])[C:5]2[CH:6]=[N:7][N:8]([CH:11]([CH3:13])[CH3:12])[C:9]=2[CH:10]=1.CC(C)([O-])C.[Na+].[NH:24]1[CH2:29][CH2:28][O:27][CH2:26][CH2:25]1, predict the reaction product. The product is: [CH:11]([N:8]1[C:9]2[CH:10]=[C:2]([N:24]3[CH2:29][CH2:28][O:27][CH2:26][CH2:25]3)[CH:3]=[C:4]([C:14]([OH:16])=[O:15])[C:5]=2[CH:6]=[N:7]1)([CH3:12])[CH3:13]. (8) Given the reactants [CH2:1]([C:4]1[CH:5]=[C:6]([CH:42]=[CH:43][CH:44]=1)[CH2:7][O:8][CH2:9][C:10]1[CH:41]=[C:13]2[N:14]=[C:15]([CH3:40])[C:16]([C@H:29]([O:35][C:36]([CH3:39])([CH3:38])[CH3:37])[C:30]([O:32][CH2:33][CH3:34])=[O:31])=[C:17]([N:18]3[CH2:23][CH2:22][C:21]([O:25][CH2:26][CH:27]=[CH2:28])([CH3:24])[CH2:20][CH2:19]3)[N:12]2[N:11]=1)C=C.[BH4-].[Na+], predict the reaction product. The product is: [C:36]([O:35][C@@H:29]([C:16]1[C:15]([CH3:40])=[N:14][C:13]2=[CH:41][C:10]3=[N:11][N:12]2[C:17]=1[N:18]1[CH2:23][CH2:22][C:21]([CH3:24])([O:25][CH2:26][CH2:27][CH2:28][CH2:1][C:4]2[CH:5]=[C:6]([CH2:7][O:8][CH2:9]3)[CH:42]=[CH:43][CH:44]=2)[CH2:20][CH2:19]1)[C:30]([O:32][CH2:33][CH3:34])=[O:31])([CH3:38])([CH3:39])[CH3:37].